This data is from Peptide-MHC class I binding affinity with 185,985 pairs from IEDB/IMGT. The task is: Regression. Given a peptide amino acid sequence and an MHC pseudo amino acid sequence, predict their binding affinity value. This is MHC class I binding data. (1) The MHC is HLA-A68:23 with pseudo-sequence HLA-A68:23. The binding affinity (normalized) is 0.756. The peptide sequence is STFDLYVYR. (2) The peptide sequence is RRMRRPTGK. The MHC is HLA-B27:05 with pseudo-sequence HLA-B27:05. The binding affinity (normalized) is 0.644. (3) The peptide sequence is NHANVELSL. The MHC is Mamu-A07 with pseudo-sequence Mamu-A07. The binding affinity (normalized) is 0.930. (4) The peptide sequence is MAYYRGDCL. The MHC is H-2-Kb with pseudo-sequence H-2-Kb. The binding affinity (normalized) is 0.716.